Dataset: Full USPTO retrosynthesis dataset with 1.9M reactions from patents (1976-2016). Task: Predict the reactants needed to synthesize the given product. Given the product [Cl:14][C:13]1[C:4]([O:15][CH:19]([C:18]2[CH:4]=[N:5][CH:6]=[CH:16][CH:17]=2)[CH:8]([CH3:9])[CH3:7])=[N:5][C:6]2[C:11](=[CH:10][CH:9]=[CH:8][CH:7]=2)[N:12]=1, predict the reactants needed to synthesize it. The reactants are: [H-].[Na+].Cl[C:4]1[C:13]([Cl:14])=[N:12][C:11]2[C:6](=[CH:7][CH:8]=[CH:9][CH:10]=2)[N:5]=1.[O:15]1[CH2:19][CH2:18][CH2:17][CH2:16]1.